This data is from Forward reaction prediction with 1.9M reactions from USPTO patents (1976-2016). The task is: Predict the product of the given reaction. (1) Given the reactants Br[C:2]1[C:10]2[CH:11]=[C:12]3[C:20]([C:21]([CH3:23])([CH3:22])[C:9]=2[C:8]2[C:3]=1[CH:4]=[CH:5][CH:6]([C:24]1[CH:29]=[CH:28][CH:27]=[CH:26][CH:25]=1)[CH:7]=2)=[C:19]1[C:14]([CH:15]=[CH:16][CH:17]=[CH:18]1)=[N:13]3.[C:30]1([N:36]([C:46]2[CH:51]=[CH:50][CH:49]=[CH:48][CH:47]=2)[C:37]2[CH:42]=[CH:41][C:40](B(O)O)=[CH:39][CH:38]=2)[CH:35]=[CH:34][CH:33]=[CH:32][CH:31]=1.C1(C)C=CC=CC=1.C(O)C.C(=O)([O-])[O-].[K+].[K+], predict the reaction product. The product is: [CH3:22][C:21]1([CH3:23])[C:20]2[C:12]([N:13]=[C:14]3[C:19]=2[CH:18]=[CH:17][CH:16]=[CH:15]3)=[CH:11][C:10]2[C:2]([C:40]3[CH:41]=[CH:42][C:37]([N:36]([C:30]4[CH:35]=[CH:34][CH:33]=[CH:32][CH:31]=4)[C:46]4[CH:51]=[CH:50][CH:49]=[CH:48][CH:47]=4)=[CH:38][CH:39]=3)=[C:3]3[C:8]([C:9]1=2)=[CH:7][CH:6]([C:24]1[CH:29]=[CH:28][CH:27]=[CH:26][CH:25]=1)[CH:5]=[CH:4]3. (2) Given the reactants [CH2:1]([NH:3][C:4]1[CH:15]=[C:14]([C:16]([F:19])([F:18])[F:17])[CH:13]=[CH:12][C:5]=1[C:6](N(OC)C)=[O:7])[CH3:2].[H-].[H-].[H-].[H-].[Li+].[Al+3].CCCCCC.C(OC(=O)C)C, predict the reaction product. The product is: [CH2:1]([NH:3][C:4]1[CH:15]=[C:14]([C:16]([F:17])([F:18])[F:19])[CH:13]=[CH:12][C:5]=1[CH:6]=[O:7])[CH3:2]. (3) Given the reactants C(=O)([O-])[O-].[K+].[K+].[I-].[K+].BrCC(OC(C)(C)C)=O.C([O-])(=O)CC.C([O:27][C:28](=[O:44])[CH2:29][N:30]([C:37]1[CH:42]=[CH:41][CH:40]=[C:39]([Cl:43])[CH:38]=1)[CH:31]([CH3:36])[C:32]([O:34][CH3:35])=[O:33])(C)(C)C, predict the reaction product. The product is: [Cl:43][C:39]1[CH:38]=[C:37]([N:30]([CH:31]([CH3:36])[C:32]([O:34][CH3:35])=[O:33])[CH2:29][C:28]([OH:44])=[O:27])[CH:42]=[CH:41][CH:40]=1. (4) Given the reactants Br[C:2]1[CH:7]=[CH:6][C:5]([N:8]([CH3:26])[C:9]([N:11]2[CH2:16][CH2:15][CH:14]([C:17](=[O:25])[C:18]3[CH:23]=[CH:22][C:21](Br)=[CH:20][CH:19]=3)[CH2:13][CH2:12]2)=[O:10])=[CH:4][CH:3]=1.[N:27]1([CH2:32][CH2:33][N:34]2[CH:38]=[C:37](B3OC(C)(C)C(C)(C)O3)[CH:36]=[N:35]2)[CH2:31][CH2:30][CH2:29][CH2:28]1.C(=O)([O-])[O-].[Cs+].[Cs+].ClCCl, predict the reaction product. The product is: [CH3:26][N:8]([C:5]1[CH:6]=[CH:7][C:2]([C:37]2[CH:36]=[N:35][N:34]([CH2:33][CH2:32][N:27]3[CH2:28][CH2:29][CH2:30][CH2:31]3)[CH:38]=2)=[CH:3][CH:4]=1)[C:9]([N:11]1[CH2:16][CH2:15][CH:14]([C:17](=[O:25])[C:18]2[CH:23]=[CH:22][C:21]([C:37]3[CH:36]=[N:35][N:34]([CH2:33][CH2:32][N:27]4[CH2:31][CH2:30][CH2:29][CH2:28]4)[CH:38]=3)=[CH:20][CH:19]=2)[CH2:13][CH2:12]1)=[O:10]. (5) Given the reactants [F:1][C:2]1[C:7]([F:8])=[CH:6][CH:5]=[CH:4][C:3]=1[C:9]1[NH:17][C:12]2=[CH:13][N:14]=[N:15][CH:16]=[C:11]2[N:10]=1.Cl[CH2:19][C:20]1[O:24][N:23]=[C:22]([C:25]2[CH:30]=[CH:29][C:28]([O:31][CH2:32][CH2:33][CH3:34])=[CH:27][C:26]=2[F:35])[CH:21]=1, predict the reaction product. The product is: [F:1][C:2]1[C:7]([F:8])=[CH:6][CH:5]=[CH:4][C:3]=1[C:9]1[N:17]=[C:12]2[CH:13]=[N:14][N:15]([CH2:19][C:20]3[O:24][N:23]=[C:22]([C:25]4[CH:30]=[CH:29][C:28]([O:31][CH2:32][CH2:33][CH3:34])=[CH:27][C:26]=4[F:35])[CH:21]=3)[CH:16]=[C:11]2[N:10]=1. (6) The product is: [Cl:18][C:7]1[CH:8]=[C:9]2[C:4](=[CH:5][CH:6]=1)[N:3]=[C:2]([O:19][CH2:20][CH2:21][N:22]1[C:26](=[O:27])[C:25]3=[CH:28][CH:29]=[CH:30][CH:31]=[C:24]3[C:23]1=[O:32])[N:11]=[C:10]2[C:12]1[CH:17]=[CH:16][CH:15]=[CH:14][CH:13]=1. Given the reactants Cl[C:2]1[N:11]=[C:10]([C:12]2[CH:17]=[CH:16][CH:15]=[CH:14][CH:13]=2)[C:9]2[C:4](=[CH:5][CH:6]=[C:7]([Cl:18])[CH:8]=2)[N:3]=1.[OH:19][CH2:20][CH2:21][N:22]1[C:26](=[O:27])[C:25]2=[CH:28][CH:29]=[CH:30][CH:31]=[C:24]2[C:23]1=[O:32], predict the reaction product.